This data is from Forward reaction prediction with 1.9M reactions from USPTO patents (1976-2016). The task is: Predict the product of the given reaction. (1) The product is: [CH3:4][O:3][C:1](=[O:2])[C@@H:8]([NH2:23])[CH2:12][S:13][CH2:14][C:15]1[CH:20]=[CH:19][C:18]([O:21][CH3:22])=[CH:17][CH:16]=1. Given the reactants [C:1]([C@@:8]([NH2:23])([CH2:12][S:13][CH2:14][C:15]1[CH:20]=[CH:19][C:18]([O:21][CH3:22])=[CH:17][CH:16]=1)C(O)=O)([O:3][C:4](C)(C)C)=[O:2], predict the reaction product. (2) Given the reactants [NH2:1][C:2]1([CH2:17][CH3:18])[C:7](=[O:8])[N:6]([CH:9]2[CH2:14][CH2:13][CH2:12][CH2:11][CH2:10]2)[C:5](=[O:15])[NH:4][C:3]1=[O:16].N(C1(CC)C(=O)N(C2CCCCC2)C(=O)NC1=O)=[N+]=[N-].[C:39]1(=O)[O:44][C:42](=[O:43])[C:41]2=[CH:45][CH:46]=[CH:47][CH:48]=[C:40]12, predict the reaction product. The product is: [CH:9]1([N:6]2[C:7](=[O:8])[C:2]([CH2:17][CH3:18])([N:1]3[C:42](=[O:43])[C:41]4=[CH:45][CH:46]=[CH:47][CH:48]=[C:40]4[C:39]3=[O:44])[C:3](=[O:16])[NH:4][C:5]2=[O:15])[CH2:14][CH2:13][CH2:12][CH2:11][CH2:10]1. (3) Given the reactants N#N.C([O:5][C:6]([C:8]1[N:9]=[C:10]([CH2:13][N:14]2[CH:18]=[CH:17][C:16]([C:19](=[O:21])[CH3:20])=[N:15]2)[O:11][CH:12]=1)=[O:7])C.[OH-].[Na+], predict the reaction product. The product is: [C:19]([C:16]1[CH:17]=[CH:18][N:14]([CH2:13][C:10]2[O:11][CH:12]=[C:8]([C:6]([OH:7])=[O:5])[N:9]=2)[N:15]=1)(=[O:21])[CH3:20]. (4) The product is: [N:57]([C@@H:28]1[CH2:27][N:26]([C:35](=[O:56])[CH2:36][C:37]([C:50]2[CH:51]=[CH:52][CH:53]=[CH:54][CH:55]=2)([C:44]2[CH:45]=[CH:46][CH:47]=[CH:48][CH:49]=2)[C:38]2[CH:43]=[CH:42][CH:41]=[CH:40][CH:39]=2)[C@H:25]([C:23]([N:19]2[CH2:20][CH2:21][CH2:22][C@@H:18]2[C:16]([NH:15][CH2:14][C@H:10]2[CH2:11][CH2:12][CH2:13][N:8]([CH2:7][CH:1]3[CH2:6][CH2:5][CH2:4][CH2:3][CH2:2]3)[CH2:9]2)=[O:17])=[O:24])[CH2:29]1)=[N+:58]=[N-:59]. Given the reactants [CH:1]1([CH2:7][N:8]2[CH2:13][CH2:12][CH2:11][C@H:10]([CH2:14][NH:15][C:16]([C@H:18]3[CH2:22][CH2:21][CH2:20][N:19]3[C:23]([C@@H:25]3[CH2:29][C@@H:28](OS(C)(=O)=O)[CH2:27][N:26]3[C:35](=[O:56])[CH2:36][C:37]([C:50]3[CH:55]=[CH:54][CH:53]=[CH:52][CH:51]=3)([C:44]3[CH:49]=[CH:48][CH:47]=[CH:46][CH:45]=3)[C:38]3[CH:43]=[CH:42][CH:41]=[CH:40][CH:39]=3)=[O:24])=[O:17])[CH2:9]2)[CH2:6][CH2:5][CH2:4][CH2:3][CH2:2]1.[N-:57]=[N+:58]=[N-:59].[Na+], predict the reaction product. (5) Given the reactants [NH2:1][C:2]1[C:3]([C:14]2[CH:26]=[CH:25][C:17]([C:18]([O:20][C:21]([CH3:24])([CH3:23])[CH3:22])=[O:19])=[C:16]([F:27])[CH:15]=2)=[N:4][C:5]([C:8]2[CH2:12][CH2:11][C:10](=[O:13])[CH:9]=2)=[CH:6][N:7]=1.C(Cl)Cl, predict the reaction product. The product is: [NH2:1][C:2]1[C:3]([C:14]2[CH:26]=[CH:25][C:17]([C:18]([O:20][C:21]([CH3:24])([CH3:22])[CH3:23])=[O:19])=[C:16]([F:27])[CH:15]=2)=[N:4][C:5]([CH:8]2[CH2:12][CH2:11][C:10](=[O:13])[CH2:9]2)=[CH:6][N:7]=1.